From a dataset of Catalyst prediction with 721,799 reactions and 888 catalyst types from USPTO. Predict which catalyst facilitates the given reaction. (1) Reactant: [CH3:1][N:2]([CH3:5])[CH2:3][CH3:4].[Br:6][CH2:7][CH2:8][O:9][CH2:10][CH2:11][O:12][CH3:13]. The catalyst class is: 10. Product: [Br-:6].[CH3:1][N+:2]([CH3:5])([CH2:3][CH3:4])[CH2:7][CH2:8][O:9][CH2:10][CH2:11][O:12][CH3:13]. (2) The catalyst class is: 3. Product: [I:12][C:3]1[C:4]2[C:9](=[CH:8][CH:7]=[C:6]([CH:10]=[O:11])[CH:5]=2)[NH:1][N:2]=1. Reactant: [NH:1]1[C:9]2[C:4](=[CH:5][C:6]([CH:10]=[O:11])=[CH:7][CH:8]=2)[CH:3]=[N:2]1.[I:12]I.[OH-].[K+]. (3) Reactant: [CH:1]1[C:10]2[N:9]3[CH:11]=[CH:12][CH:13]=[C:8]3[C:7]3([CH2:18][CH2:17][N:16]([C:19]([O:21][C:22]([CH3:25])([CH3:24])[CH3:23])=[O:20])[CH2:15][CH2:14]3)[O:6][C:5]=2[N:4]=[CH:3][CH:2]=1.[F:26][C:27]([F:42])([F:41])[S+]1C2C=CC=CC=2C2C=CC=CC1=2.O. Product: [F:26][C:27]([F:42])([F:41])[C:11]1[N:9]2[C:10]3[CH:1]=[CH:2][CH:3]=[N:4][C:5]=3[O:6][C:7]3([CH2:18][CH2:17][N:16]([C:19]([O:21][C:22]([CH3:25])([CH3:24])[CH3:23])=[O:20])[CH2:15][CH2:14]3)[C:8]2=[CH:13][CH:12]=1. The catalyst class is: 3. (4) Reactant: [Si:1]([O:8][C@H:9]1[C@@H:13]([O:14][Si:15]([C:18]([CH3:21])([CH3:20])[CH3:19])([CH3:17])[CH3:16])[C@H:12]([N:22]2[CH:27]=[CH:26][C:25](=[O:28])[N:24]([CH2:29][C:30]3[CH:35]=[CH:34][C:33]([O:36][CH3:37])=[CH:32][CH:31]=3)[C:23]2=[O:38])[O:11][CH:10]1[C@H:39]([OH:72])[C@@H:40]([C:65]([O:67][C:68]([CH3:71])([CH3:70])[CH3:69])=[O:66])[NH:41][CH2:42][CH2:43][CH2:44][NH:45][C:46](=[O:64])[C@H:47]([C@@H:59]([OH:63])[CH:60]([CH3:62])[CH3:61])[NH:48]C(=O)OCC1C=CC=CC=1)([C:4]([CH3:7])([CH3:6])[CH3:5])([CH3:3])[CH3:2]. Product: [NH2:48][C@@H:47]([C@@H:59]([OH:63])[CH:60]([CH3:61])[CH3:62])[C:46]([NH:45][CH2:44][CH2:43][CH2:42][NH:41][C@@H:40]([C@H:39]([CH:10]1[C@@H:9]([O:8][Si:1]([C:4]([CH3:5])([CH3:6])[CH3:7])([CH3:2])[CH3:3])[C@@H:13]([O:14][Si:15]([C:18]([CH3:19])([CH3:20])[CH3:21])([CH3:16])[CH3:17])[C@H:12]([N:22]2[CH:27]=[CH:26][C:25](=[O:28])[N:24]([CH2:29][C:30]3[CH:35]=[CH:34][C:33]([O:36][CH3:37])=[CH:32][CH:31]=3)[C:23]2=[O:38])[O:11]1)[OH:72])[C:65]([O:67][C:68]([CH3:70])([CH3:71])[CH3:69])=[O:66])=[O:64]. The catalyst class is: 19. (5) Reactant: Br[C:2]1[CH:10]=[CH:9][C:8]([C:11]([NH2:13])=[O:12])=[C:7]2[C:3]=1[CH:4]=[C:5]([C:14]1[CH:15]=[N:16][N:17]([CH3:19])[CH:18]=1)[NH:6]2.CC1(C)C(C)(C)OB([C:28]2[CH2:29][N:30]([C:34]([O:36][C:37]([CH3:40])([CH3:39])[CH3:38])=[O:35])[CH2:31][CH2:32][CH:33]=2)O1.C(Cl)Cl.C(=O)([O-])[O-].[Na+].[Na+]. Product: [C:11]([C:8]1[CH:9]=[CH:10][C:2]([C:28]2[CH2:29][N:30]([C:34]([O:36][C:37]([CH3:40])([CH3:39])[CH3:38])=[O:35])[CH2:31][CH2:32][CH:33]=2)=[C:3]2[C:7]=1[NH:6][C:5]([C:14]1[CH:15]=[N:16][N:17]([CH3:19])[CH:18]=1)=[CH:4]2)(=[O:12])[NH2:13]. The catalyst class is: 799. (6) Reactant: [F:1][C:2]1[CH:7]=[C:6]([F:8])[CH:5]=[CH:4][C:3]=1[N:9]1[N:13]=[C:12]([CH2:14]O)[C:11]([CH3:16])=[N:10]1.[OH-].[Na+].[BrH:19]. Product: [Br:19][CH2:14][C:12]1[C:11]([CH3:16])=[N:10][N:9]([C:3]2[CH:4]=[CH:5][C:6]([F:8])=[CH:7][C:2]=2[F:1])[N:13]=1. The catalyst class is: 6.